Dataset: Forward reaction prediction with 1.9M reactions from USPTO patents (1976-2016). Task: Predict the product of the given reaction. (1) Given the reactants [Si:1]([O:8][CH:9]1[CH2:14][CH2:13][N:12]([C:15]2[C:24]([CH:25]3[CH2:27][CH2:26]3)=[CH:23][C:18]([C:19](OC)=[O:20])=[C:17]([O:28][CH3:29])[CH:16]=2)[CH2:11][CH2:10]1)([C:4]([CH3:7])([CH3:6])[CH3:5])([CH3:3])[CH3:2].[H-].[Al+3].[Li+].[H-].[H-].[H-].O.[OH-].[Na+].C1C[O:42][CH2:41][CH2:40]1, predict the reaction product. The product is: [C:41]([O:20][CH2:19][C:18]1[CH:23]=[C:24]([CH:25]2[CH2:26][CH2:27]2)[C:15]([N:12]2[CH2:11][CH2:10][CH:9]([O:8][Si:1]([C:4]([CH3:6])([CH3:7])[CH3:5])([CH3:3])[CH3:2])[CH2:14][CH2:13]2)=[CH:16][C:17]=1[O:28][CH3:29])(=[O:42])[CH3:40]. (2) Given the reactants [CH:1]1([CH:6]([C:10]2[O:11][C:12]([C:15]3[C:16]4[CH:23]=[CH:22][N:21](COCC[Si](C)(C)C)[C:17]=4[N:18]=[CH:19][N:20]=3)=[CH:13][N:14]=2)[CH2:7][C:8]#[N:9])[CH2:5][CH2:4][CH2:3][CH2:2]1.C(O)(C(F)(F)F)=O, predict the reaction product. The product is: [CH:1]1([C@H:6]([C:10]2[O:11][C:12]([C:15]3[C:16]4[CH:23]=[CH:22][NH:21][C:17]=4[N:18]=[CH:19][N:20]=3)=[CH:13][N:14]=2)[CH2:7][C:8]#[N:9])[CH2:5][CH2:4][CH2:3][CH2:2]1. (3) Given the reactants [NH2:1][C:2]1[CH:3]=[N:4][CH:5]=[CH:6][C:7]=1[C:8]1[N:17]=[CH:16][C:15]2[N:14]([CH3:18])[C:13](=[O:19])[C@@H:12]([CH2:20][CH3:21])[N:11]([CH:22]([CH3:24])[CH3:23])[C:10]=2[N:9]=1.[CH3:25][C:26]([CH3:32])([CH3:31])[CH2:27][C:28](O)=[O:29].C(O)(C(F)(F)F)=O, predict the reaction product. The product is: [CH2:20]([C@H:12]1[N:11]([CH:22]([CH3:23])[CH3:24])[C:10]2[N:9]=[C:8]([C:7]3[CH:6]=[CH:5][N:4]=[CH:3][C:2]=3[NH:1][C:28](=[O:29])[CH2:27][C:26]([CH3:32])([CH3:31])[CH3:25])[N:17]=[CH:16][C:15]=2[N:14]([CH3:18])[C:13]1=[O:19])[CH3:21]. (4) Given the reactants [NH2:1][C:2]1[CH:9]=[CH:8][C:5]([C:6]#[N:7])=[C:4]([C:10]([F:13])([F:12])[F:11])[C:3]=1[CH3:14].C(N(CC)CC)C.[C:22]([O:25][CH2:26][C:27](Cl)=[O:28])(=[O:24])[CH3:23], predict the reaction product. The product is: [C:22]([O:25][CH2:26][C:27]([NH:1][C:2]1[CH:9]=[CH:8][C:5]([C:6]#[N:7])=[C:4]([C:10]([F:11])([F:12])[F:13])[C:3]=1[CH3:14])=[O:28])(=[O:24])[CH3:23]. (5) Given the reactants [Br:1][C:2]1[CH:3]=[C:4]2[C:8](=[CH:9][CH:10]=1)[NH:7][C:6](=[O:11])[CH:5]2[C:12]1[C:13]2[C:14](=[N:18][N:19]([CH2:21][CH2:22][CH3:23])[CH:20]=2)[N:15]=[CH:16][N:17]=1.C[Si]([N-][Si](C)(C)C)(C)C.[Na+].[O-]S(C(F)(F)[F:39])(=O)=O.F[N+]1C(C)=CC(C)=CC=1C, predict the reaction product. The product is: [Br:1][C:2]1[CH:3]=[C:4]2[C:8](=[CH:9][CH:10]=1)[NH:7][C:6](=[O:11])[C:5]2([F:39])[C:12]1[C:13]2[C:14](=[N:18][N:19]([CH2:21][CH2:22][CH3:23])[CH:20]=2)[N:15]=[CH:16][N:17]=1. (6) Given the reactants [Cl:1][C:2]1[C:7]([C:8](Cl)=[O:9])=[CH:6][C:5]([C:11]2[CH:16]=[CH:15][C:14]([Cl:17])=[CH:13][CH:12]=2)=[C:4]([C:18]2[CH:23]=[CH:22][C:21]([Cl:24])=[CH:20][C:19]=2[Cl:25])[N:3]=1.[NH2:26][N:27]1[CH2:32][CH2:31][CH2:30][CH2:29][CH2:28]1, predict the reaction product. The product is: [N:27]1([NH:26][C:8]([C:7]2[C:2]([Cl:1])=[N:3][C:4]([C:18]3[CH:23]=[CH:22][C:21]([Cl:24])=[CH:20][C:19]=3[Cl:25])=[C:5]([C:11]3[CH:12]=[CH:13][C:14]([Cl:17])=[CH:15][CH:16]=3)[CH:6]=2)=[O:9])[CH2:32][CH2:31][CH2:30][CH2:29][CH2:28]1. (7) Given the reactants C(=O)([O-])[O-].[Na+].[Na+].[CH:7]12[CH2:16][CH:11]3[CH2:12][CH:13]([CH2:15][CH:9]([CH2:10]3)[CH:8]1[NH:17][C:18]([C:20]1[C:21](Cl)=[N:22][C:23]([Cl:26])=[CH:24][CH:25]=1)=[O:19])[CH2:14]2.[CH:28]1([SH:34])[CH2:33][CH2:32][CH2:31][CH2:30][CH2:29]1, predict the reaction product. The product is: [CH:9]12[CH2:10][CH:11]3[CH2:12][CH:13]([CH2:14][CH:7]([CH2:16]3)[CH:8]1[NH:17][C:18]([C:20]1[C:21]([S:34][CH:28]3[CH2:33][CH2:32][CH2:31][CH2:30][CH2:29]3)=[N:22][C:23]([Cl:26])=[CH:24][CH:25]=1)=[O:19])[CH2:15]2.